From a dataset of Peptide-MHC class I binding affinity with 185,985 pairs from IEDB/IMGT. Regression. Given a peptide amino acid sequence and an MHC pseudo amino acid sequence, predict their binding affinity value. This is MHC class I binding data. The peptide sequence is FPGTGSEFV. The MHC is HLA-B44:02 with pseudo-sequence HLA-B44:02. The binding affinity (normalized) is 0.0847.